Regression. Given a peptide amino acid sequence and an MHC pseudo amino acid sequence, predict their binding affinity value. This is MHC class I binding data. From a dataset of Peptide-MHC class I binding affinity with 185,985 pairs from IEDB/IMGT. The peptide sequence is VIILFQKAF. The MHC is HLA-A02:01 with pseudo-sequence HLA-A02:01. The binding affinity (normalized) is 0.